This data is from Reaction yield outcomes from USPTO patents with 853,638 reactions. The task is: Predict the reaction yield, written as a fraction of the theoretical maximum amount of product (1.0 means a 100% yield; for example, 0.34 means a 34% yield). (1) The reactants are [CH3:1][O:2][C:3](=[O:24])[C@@H:4]([O:21][CH2:22][CH3:23])[CH2:5][C:6]1[CH:11]=[CH:10][C:9]([O:12]CC2C=CC=CC=2)=[CH:8][C:7]=1[CH3:20]. The catalyst is CO.[Pd]. The product is [CH3:1][O:2][C:3](=[O:24])[C@@H:4]([O:21][CH2:22][CH3:23])[CH2:5][C:6]1[CH:11]=[CH:10][C:9]([OH:12])=[CH:8][C:7]=1[CH3:20]. The yield is 0.770. (2) The reactants are Br.Br[CH:3]([C:16]1[CH:21]=[CH:20][N:19]=[CH:18][CH:17]=1)[C:4]([C:6]1[CH:11]=[CH:10][C:9]([C:12]([CH3:15])([CH3:14])[CH3:13])=[CH:8][CH:7]=1)=O.[NH2:22][C:23]([NH2:25])=[S:24].C(N(CC)CC)C. The catalyst is C(#N)C. The product is [CH3:13][C:12]([C:9]1[CH:10]=[CH:11][C:6]([C:4]2[N:22]=[C:23]([NH2:25])[S:24][C:3]=2[C:16]2[CH:21]=[CH:20][N:19]=[CH:18][CH:17]=2)=[CH:7][CH:8]=1)([CH3:15])[CH3:14]. The yield is 0.690. (3) The reactants are [CH3:1][O:2][CH2:3][CH2:4][O:5][C:6]1[CH:11]=[CH:10][C:9](/[CH:12]=[CH:13]/[C:14]([O:16][CH2:17][CH3:18])=[O:15])=[C:8]([O:19][CH2:20][CH:21]2[CH2:25][CH2:24][CH2:23][O:22]2)[CH:7]=1. The catalyst is [C].[Pd].O1CCCC1. The product is [CH3:1][O:2][CH2:3][CH2:4][O:5][C:6]1[CH:11]=[CH:10][C:9]([CH2:12][CH2:13][C:14]([O:16][CH2:17][CH3:18])=[O:15])=[C:8]([O:19][CH2:20][CH:21]2[CH2:25][CH2:24][CH2:23][O:22]2)[CH:7]=1. The yield is 0.980. (4) The reactants are Br[C:2]1[CH:3]=[CH:4][C:5]([O:10][CH:11]2[CH2:16][CH2:15][O:14][CH2:13][CH2:12]2)=[C:6]([CH:9]=1)[C:7]#[N:8].[B:17]1([B:17]2[O:21][C:20]([CH3:23])([CH3:22])[C:19]([CH3:25])([CH3:24])[O:18]2)[O:21][C:20]([CH3:23])([CH3:22])[C:19]([CH3:25])([CH3:24])[O:18]1.CC([O-])=O.[K+]. The catalyst is O1CCOCC1.C1C=CC(P(C2C=CC=CC=2)[C-]2C=CC=C2)=CC=1.C1C=CC(P(C2C=CC=CC=2)[C-]2C=CC=C2)=CC=1.Cl[Pd]Cl.[Fe+2]. The product is [O:14]1[CH2:15][CH2:16][CH:11]([O:10][C:5]2[CH:4]=[CH:3][C:2]([B:17]3[O:21][C:20]([CH3:23])([CH3:22])[C:19]([CH3:25])([CH3:24])[O:18]3)=[CH:9][C:6]=2[C:7]#[N:8])[CH2:12][CH2:13]1. The yield is 0.980. (5) The reactants are [CH2:1]=[N:2][N:3]1[CH2:8][CH2:7][N:6]([S:9]([C:12]2[CH:17]=[CH:16][CH:15]=[CH:14][C:13]=2[N+:18]([O-:20])=[O:19])(=[O:11])=[O:10])[CH2:5][CH2:4]1.C([BH3-])#N.[Na+].[OH-].[Na+]. The catalyst is CO.C(O)(=O)C.O1CCCC1. The product is [CH3:1][NH:2][N:3]1[CH2:8][CH2:7][N:6]([S:9]([C:12]2[CH:17]=[CH:16][CH:15]=[CH:14][C:13]=2[N+:18]([O-:20])=[O:19])(=[O:10])=[O:11])[CH2:5][CH2:4]1. The yield is 0.560. (6) The reactants are Cl[C:2]1[C:7]([C:8]([O:10][CH2:11][CH3:12])=[O:9])=[CH:6][N:5]=[C:4]([S:13][CH3:14])[N:3]=1.[CH3:15][NH2:16]. The catalyst is CCO. The product is [CH3:15][NH:16][C:2]1[C:7]([C:8]([O:10][CH2:11][CH3:12])=[O:9])=[CH:6][N:5]=[C:4]([S:13][CH3:14])[N:3]=1. The yield is 0.880. (7) The reactants are C([O:5][C:6](=[O:32])[CH:7]([C:25]([O:27]C(C)(C)C)=[O:26])[CH2:8][C:9]1[N:10]=[C:11]([C:15]2[CH:24]=[CH:23][C:18]([C:19]([O:21][CH3:22])=[O:20])=[CH:17][CH:16]=2)[O:12][C:13]=1[CH3:14])(C)(C)C.FC(F)(F)C(O)=O. The catalyst is ClCCl. The product is [CH3:22][O:21][C:19]([C:18]1[CH:23]=[CH:24][C:15]([C:11]2[O:12][C:13]([CH3:14])=[C:9]([CH2:8][CH:7]([C:6]([OH:32])=[O:5])[C:25]([OH:27])=[O:26])[N:10]=2)=[CH:16][CH:17]=1)=[O:20]. The yield is 1.00. (8) The reactants are Cl[C:2]1[CH:7]=[C:6]([O:8][C:9]2[CH:14]=[CH:13][C:12]([N+:15]([O-:17])=[O:16])=[CH:11][CH:10]=2)[N:5]=[CH:4][N:3]=1.[NH2:18][C:19]1[CH:24]=[CH:23][CH:22]=[CH:21][CH:20]=1.C(OCC)(=O)C.O. The catalyst is CN1CCCC1=O.CCCCCC. The product is [N+:15]([C:12]1[CH:13]=[CH:14][C:9]([O:8][C:6]2[N:5]=[CH:4][N:3]=[C:2]([NH:18][C:19]3[CH:24]=[CH:23][CH:22]=[CH:21][CH:20]=3)[CH:7]=2)=[CH:10][CH:11]=1)([O-:17])=[O:16]. The yield is 0.820.